Task: Regression. Given two drug SMILES strings and cell line genomic features, predict the synergy score measuring deviation from expected non-interaction effect.. Dataset: NCI-60 drug combinations with 297,098 pairs across 59 cell lines Drug 1: CC1=CC=C(C=C1)C2=CC(=NN2C3=CC=C(C=C3)S(=O)(=O)N)C(F)(F)F. Drug 2: C1C(C(OC1N2C=NC3=C(N=C(N=C32)Cl)N)CO)O. Cell line: ACHN. Synergy scores: CSS=59.9, Synergy_ZIP=0.00644, Synergy_Bliss=1.42, Synergy_Loewe=-34.9, Synergy_HSA=-0.269.